From a dataset of Full USPTO retrosynthesis dataset with 1.9M reactions from patents (1976-2016). Predict the reactants needed to synthesize the given product. (1) The reactants are: [Br:1][C:2]1[CH:3]=[CH:4][C:5](=[O:13])[N:6]([CH2:8][C:9](OC)=[O:10])[CH:7]=1.[CH3:14][NH2:15]. Given the product [Br:1][C:2]1[CH:3]=[CH:4][C:5](=[O:13])[N:6]([CH2:8][C:9]([NH:15][CH3:14])=[O:10])[CH:7]=1, predict the reactants needed to synthesize it. (2) The reactants are: [CH2:1]([C:5]1[C:13]2[C:8](=[CH:9][CH:10]=[C:11]([C:14]([O:16]CC)=[O:15])[CH:12]=2)[NH:7][CH:6]=1)[CH2:2][CH2:3][CH3:4].[OH-].[Na+].Cl. Given the product [CH2:1]([C:5]1[C:13]2[C:8](=[CH:9][CH:10]=[C:11]([C:14]([OH:16])=[O:15])[CH:12]=2)[NH:7][CH:6]=1)[CH2:2][CH2:3][CH3:4], predict the reactants needed to synthesize it.